Dataset: Full USPTO retrosynthesis dataset with 1.9M reactions from patents (1976-2016). Task: Predict the reactants needed to synthesize the given product. (1) Given the product [Cl:18][C:12]1[CH:13]=[CH:14][CH:15]=[C:16]([Cl:17])[C:11]=1[C:9]1[S:8][C:7]2[C:2]([NH:53][C:28]3[CH:29]=[C:30]([CH3:31])[N:34]=[CH:33][N:27]=3)=[N:3][CH:4]=[C:5]([F:19])[C:6]=2[N:10]=1, predict the reactants needed to synthesize it. The reactants are: Br[C:2]1[C:7]2[S:8][C:9]([C:11]3[C:16]([Cl:17])=[CH:15][CH:14]=[CH:13][C:12]=3[Cl:18])=[N:10][C:6]=2[C:5]([F:19])=[CH:4][N:3]=1.C[Si](Br)(C)C.ClC1[C:31]2S[C:33](C3C(Cl)=CC=CC=3Cl)=[N:34][C:30]=2[C:29](F)=[CH:28][N:27]=1.C(=O)([O-])[O-].[K+].[K+].C(#[N:53])CC. (2) Given the product [F:23][C:22]([F:25])([F:24])[C:21]([OH:26])=[O:33].[OH:44][C:21]([C:22]([F:25])([F:24])[F:23])=[O:26].[F:29][C:30]1[CH:31]=[C:32]([CH:38]=[C:39]([F:41])[CH:40]=1)[O:33][CH2:34][CH:35]([NH:37][C:8]([NH:9][C:10]1[CH:19]=[CH:18][C:17]([NH:20][C:21](=[O:26])[C:22]([F:23])([F:24])[F:25])=[C:16]2[C:11]=1[CH:12]=[CH:13][N:14]=[CH:15]2)=[O:27])[CH3:36], predict the reactants needed to synthesize it. The reactants are: C1(O[C:8](=[O:27])[NH:9][C:10]2[CH:19]=[CH:18][C:17]([NH:20][C:21](=[O:26])[C:22]([F:25])([F:24])[F:23])=[C:16]3[C:11]=2[CH:12]=[CH:13][N:14]=[CH:15]3)C=CC=CC=1.Cl.[F:29][C:30]1[CH:31]=[C:32]([CH:38]=[C:39]([F:41])[CH:40]=1)[O:33][CH2:34][CH:35]([NH2:37])[CH3:36].CS(C)=[O:44].C(N(CC)C(C)C)(C)C. (3) The reactants are: C(OC(=O)[NH:7][C:8]1[CH:13]=[CH:12][CH:11]=[CH:10][C:9]=1[NH:14][C:15](=[O:32])/[CH:16]=[CH:17]/[CH2:18][CH2:19][CH2:20][N:21]1[C:29](=[O:30])[C:28]2[C:23](=[CH:24][CH:25]=[CH:26][CH:27]=2)[C:22]1=[O:31])(C)(C)C.Cl.C([O-])([O-])=O.[K+].[K+]. Given the product [NH2:7][C:8]1[CH:13]=[CH:12][CH:11]=[CH:10][C:9]=1[NH:14][C:15](=[O:32])/[CH:16]=[CH:17]/[CH2:18][CH2:19][CH2:20][N:21]1[C:29](=[O:30])[C:28]2[C:23](=[CH:24][CH:25]=[CH:26][CH:27]=2)[C:22]1=[O:31], predict the reactants needed to synthesize it. (4) Given the product [Br:20][C:21]1[CH:27]=[CH:26][C:24]([NH:25][C:2]2[N:7]=[C:6]([C:8]3[CH:13]=[CH:12][CH:11]=[CH:10][CH:9]=3)[N:5]=[C:4]([C:14]3[CH:19]=[CH:18][CH:17]=[CH:16][CH:15]=3)[N:3]=2)=[CH:23][CH:22]=1, predict the reactants needed to synthesize it. The reactants are: Cl[C:2]1[N:7]=[C:6]([C:8]2[CH:13]=[CH:12][CH:11]=[CH:10][CH:9]=2)[N:5]=[C:4]([C:14]2[CH:19]=[CH:18][CH:17]=[CH:16][CH:15]=2)[N:3]=1.[Br:20][C:21]1[CH:27]=[CH:26][C:24]([NH2:25])=[CH:23][CH:22]=1. (5) Given the product [Cl:25][C:16]1[CH:17]=[CH:18][CH:19]=[C:20]([C:21]([F:24])([F:23])[F:22])[C:15]=1[C:13]([N:4]1[C:5]2[C:6](=[N:7][CH:8]=[C:9]([CH2:11][OH:12])[CH:10]=2)[C:2]([C:28]2[CH:29]=[CH:30][C:31]([C:33]([O:35][CH3:36])=[O:34])=[CH:32][C:27]=2[F:26])=[N:3]1)=[O:14], predict the reactants needed to synthesize it. The reactants are: Br[C:2]1[C:6]2=[N:7][CH:8]=[C:9]([CH2:11][OH:12])[CH:10]=[C:5]2[N:4]([C:13]([C:15]2[C:20]([C:21]([F:24])([F:23])[F:22])=[CH:19][CH:18]=[CH:17][C:16]=2[Cl:25])=[O:14])[N:3]=1.[F:26][C:27]1[CH:32]=[C:31]([C:33]([O:35][CH3:36])=[O:34])[CH:30]=[CH:29][C:28]=1B(O)O.[O-]P([O-])([O-])=O.[K+].[K+].[K+]. (6) Given the product [OH:8][C:9]1[CH:10]=[C:11]([CH:15]([CH2:21][O:22][CH3:23])[CH2:16][C:17]([O:19][CH3:20])=[O:18])[CH:12]=[CH:13][CH:14]=1, predict the reactants needed to synthesize it. The reactants are: C([O:8][C:9]1[CH:10]=[C:11]([C:15]([CH2:21][O:22][CH3:23])=[CH:16][C:17]([O:19][CH3:20])=[O:18])[CH:12]=[CH:13][CH:14]=1)C1C=CC=CC=1. (7) Given the product [C:1]1([S:7]([N:10]2[C:14]3=[N:15][CH:16]=[C:17]([F:19])[CH:18]=[C:13]3[CH:12]=[C:11]2[C:20]([C:46]2[CH:47]=[CH:48][C:43]([S:40]([CH2:39][CH2:38][O:37][CH3:36])(=[O:42])=[O:41])=[CH:44][CH:45]=2)=[CH:21][CH:22]([CH3:24])[CH3:23])(=[O:9])=[O:8])[CH:6]=[CH:5][CH:4]=[CH:3][CH:2]=1, predict the reactants needed to synthesize it. The reactants are: [C:1]1([S:7]([N:10]2[C:14]3=[N:15][CH:16]=[C:17]([F:19])[CH:18]=[C:13]3[CH:12]=[C:11]2[C:20](OS(C2C=CC(C)=CC=2)(=O)=O)=[CH:21][CH:22]([CH3:24])[CH3:23])(=[O:9])=[O:8])[CH:6]=[CH:5][CH:4]=[CH:3][CH:2]=1.[CH3:36][O:37][CH2:38][CH2:39][S:40]([C:43]1[CH:48]=[CH:47][C:46](B(O)O)=[CH:45][CH:44]=1)(=[O:42])=[O:41].C(=O)([O-])[O-].[Na+].[Na+].